The task is: Regression. Given a peptide amino acid sequence and an MHC pseudo amino acid sequence, predict their binding affinity value. This is MHC class II binding data.. This data is from Peptide-MHC class II binding affinity with 134,281 pairs from IEDB. The peptide sequence is PNYNLIIMDEAHFTD. The binding affinity (normalized) is 0.863. The MHC is DRB3_0101 with pseudo-sequence DRB3_0101.